Dataset: Catalyst prediction with 721,799 reactions and 888 catalyst types from USPTO. Task: Predict which catalyst facilitates the given reaction. (1) Reactant: Br[C:2]1[CH:3]=[N:4][C:5]([N:8]2[CH2:20][CH2:19][C:18]3[C:17]4[C:12](=[CH:13][CH:14]=[CH:15][CH:16]=4)[NH:11][C:10]=3[CH:9]2[C:21]2[CH:22]=[CH:23][C:24]3[O:28][CH2:27][CH2:26][C:25]=3[CH:29]=2)=[N:6][CH:7]=1.[CH3:30][N:31]1[CH:35]=[CH:34][N:33]=[C:32]1[CH3:36].C1C=CC(P(C2C=CC=CC=2)C2C=CC=CC=2)=CC=1.C([O-])([O-])=O.[K+].[K+].[OH-].[Na+]. Product: [O:28]1[C:24]2[CH:23]=[CH:22][C:21]([CH:9]3[C:10]4[NH:11][C:12]5[C:17](=[CH:16][CH:15]=[CH:14][CH:13]=5)[C:18]=4[CH2:19][CH2:20][N:8]3[C:5]3[N:4]=[CH:3][C:2]([C:35]4[N:31]([CH3:30])[C:32]([CH3:36])=[N:33][CH:34]=4)=[CH:7][N:6]=3)=[CH:29][C:25]=2[CH2:26][CH2:27]1. The catalyst class is: 416. (2) Reactant: [C:1]1(=O)[CH2:6][CH2:5][CH2:4][CH2:3][CH2:2]1.[NH2:8][CH2:9][CH:10]([OH:12])[CH3:11].C(O)(=O)C.C([BH3-])#N. Product: [CH:1]1([NH:8][CH2:9][CH:10]([OH:12])[CH3:11])[CH2:6][CH2:5][CH2:4][CH2:3][CH2:2]1. The catalyst class is: 5. (3) Reactant: [C:1]([O:5][C:6]([N:8]1[CH2:13][CH2:12][CH:11]([N:14]2[CH2:19][CH2:18][N:17](C(OCC3C=CC=CC=3)=O)[CH2:16][CH2:15]2)[CH2:10][CH2:9]1)=[O:7])([CH3:4])([CH3:3])[CH3:2].C(O)=O. Product: [N:14]1([CH:11]2[CH2:12][CH2:13][N:8]([C:6]([O:5][C:1]([CH3:4])([CH3:3])[CH3:2])=[O:7])[CH2:9][CH2:10]2)[CH2:15][CH2:16][NH:17][CH2:18][CH2:19]1. The catalyst class is: 19. (4) Reactant: [H-].[Al+3].[Li+].[H-].[H-].[H-].[NH:7]1[C:15]2[C:10](=[CH:11][CH:12]=[C:13]3[CH2:19][CH2:18][CH2:17][CH2:16][C:14]3=2)[C:9](=O)[C:8]1=O.O.[OH-].[Na+]. Product: [NH:7]1[C:15]2[C:10](=[CH:11][CH:12]=[C:13]3[CH2:19][CH2:18][CH2:17][CH2:16][C:14]3=2)[CH:9]=[CH:8]1. The catalyst class is: 7. (5) Reactant: [CH3:1][CH:2](O)[C:3]1[CH:8]=[CH:7][CH:6]=[CH:5][CH:4]=1.P(Br)(Br)[Br:11]. Product: [Br:11][CH:2]([C:3]1[CH:8]=[CH:7][CH:6]=[CH:5][CH:4]=1)[CH3:1]. The catalyst class is: 22. (6) Reactant: Br[C:2]1[C:3]([NH:14][C:15]2[C:24]3[C:19](=[CH:20][C:21]([F:26])=[CH:22][C:23]=3[F:25])[N:18]=[C:17]([C:27]3[CH:32]=[CH:31][CH:30]=[CH:29][N:28]=3)[C:16]=2[CH3:33])=[CH:4][C:5]([N:8]2[CH2:13][CH2:12][O:11][CH2:10][CH2:9]2)=[N:6][CH:7]=1.[NH2:34][C:35]1[CH:40]=[CH:39][C:38](B(O)O)=[CH:37][N:36]=1.C1(P(C2CCCCC2)C2CCCCC2)CCCCC1.[O-]P([O-])([O-])=O.[K+].[K+].[K+]. Product: [F:25][C:23]1[CH:22]=[C:21]([F:26])[CH:20]=[C:19]2[C:24]=1[C:15]([NH:14][C:3]1[CH:4]=[C:5]([N:8]3[CH2:13][CH2:12][O:11][CH2:10][CH2:9]3)[N:6]=[CH:7][C:2]=1[C:38]1[CH:37]=[N:36][C:35]([NH2:34])=[CH:40][CH:39]=1)=[C:16]([CH3:33])[C:17]([C:27]1[CH:32]=[CH:31][CH:30]=[CH:29][N:28]=1)=[N:18]2. The catalyst class is: 552. (7) Reactant: [CH3:1][C:2]1[CH:22]=[CH:21][C:5]([C:6]([NH:8][C:9]2[CH:14]=[CH:13][C:12]([N:15]3[CH2:20][CH2:19][NH:18][CH2:17][CH2:16]3)=[CH:11][CH:10]=2)=[O:7])=[C:4]([N:23]2[CH2:28][CH2:27][CH:26]([CH3:29])[CH2:25][CH2:24]2)[N:3]=1.[NH:30]1[CH:34]=[CH:33][CH:32]=[C:31]1[CH:35]=O.C(O[BH-](OC(=O)C)OC(=O)C)(=O)C.[Na+].C(=O)([O-])[O-].[K+].[K+]. Product: [CH3:1][C:2]1[CH:22]=[CH:21][C:5]([C:6]([NH:8][C:9]2[CH:10]=[CH:11][C:12]([N:15]3[CH2:16][CH2:17][N:18]([CH2:35][C:31]4[NH:30][CH:34]=[CH:33][CH:32]=4)[CH2:19][CH2:20]3)=[CH:13][CH:14]=2)=[O:7])=[C:4]([N:23]2[CH2:28][CH2:27][CH:26]([CH3:29])[CH2:25][CH2:24]2)[N:3]=1. The catalyst class is: 146. (8) Reactant: [Cl:1][C:2]1[CH:7]=[CH:6][C:5]([C:8]2[N:9]=[C:10]([CH2:18][CH2:19][CH3:20])[O:11][C:12]=2[CH2:13][CH2:14][C:15]([OH:17])=O)=[CH:4][CH:3]=1.ON1C2N=CC=CC=2N=N1.C(N=C=NCCCN(C)C)C.[CH3:42][N:43]1[CH2:48][CH2:47][CH:46]([CH2:49][N:50]2[CH2:55][CH2:54][NH:53][CH2:52][CH2:51]2)[CH2:45][CH2:44]1. Product: [ClH:1].[ClH:1].[Cl:1][C:2]1[CH:3]=[CH:4][C:5]([C:8]2[N:9]=[C:10]([CH2:18][CH2:19][CH3:20])[O:11][C:12]=2[CH2:13][CH2:14][C:15]([N:53]2[CH2:52][CH2:51][N:50]([CH2:49][CH:46]3[CH2:47][CH2:48][N:43]([CH3:42])[CH2:44][CH2:45]3)[CH2:55][CH2:54]2)=[O:17])=[CH:6][CH:7]=1. The catalyst class is: 145. (9) Reactant: [C:1]([C:4]12[CH2:11][CH:10]3[CH2:12][C:6]([C:13]([O:15][CH3:16])=[O:14])([CH2:7][CH:8]1[CH2:9]3)[CH2:5]2)(=[O:3])[CH3:2].[CH2:17](O)[CH2:18][OH:19].CC1C=CC(S(O)(=O)=O)=CC=1.C([O-])(O)=O.[Na+]. Product: [CH3:2][C:1]1([C:4]23[CH2:11][CH:10]4[CH2:12][C:6]([C:13]([O:15][CH3:16])=[O:14])([CH2:7][CH:8]2[CH2:9]4)[CH2:5]3)[O:19][CH2:18][CH2:17][O:3]1. The catalyst class is: 48.